This data is from Catalyst prediction with 721,799 reactions and 888 catalyst types from USPTO. The task is: Predict which catalyst facilitates the given reaction. (1) Reactant: [Br:1][C:2]1[CH:3]=[C:4]2[C:9](=[CH:10][CH:11]=1)/[C:8](=[N:12]\[OH:13])/[CH2:7][CH2:6][CH2:5]2.[Li+].CC([N-]C(C)C)C.[F:22][C:23]([F:36])([F:35])[O:24][C:25]1[CH:34]=[CH:33][C:28]([C:29](OC)=O)=[CH:27][CH:26]=1. Product: [Br:1][C:2]1[CH:3]=[C:4]2[C:9](=[CH:10][CH:11]=1)[C:8]1=[N:12][O:13][C:29]([C:28]3[CH:33]=[CH:34][C:25]([O:24][C:23]([F:22])([F:35])[F:36])=[CH:26][CH:27]=3)=[C:7]1[CH2:6][CH2:5]2. The catalyst class is: 1. (2) Reactant: [CH2:1]([S:8]([C:11]1[CH:16]=[CH:15][C:14]([CH:17](OC)[O:18]C)=[CH:13][CH:12]=1)(=[O:10])=[O:9])[C:2]1[CH:7]=[CH:6][CH:5]=[CH:4][CH:3]=1.S(=O)(=O)(O)O.C(=O)([O-])[O-].[K+].[K+]. Product: [CH2:1]([S:8]([C:11]1[CH:12]=[CH:13][C:14]([CH:17]=[O:18])=[CH:15][CH:16]=1)(=[O:10])=[O:9])[C:2]1[CH:3]=[CH:4][CH:5]=[CH:6][CH:7]=1. The catalyst class is: 1. (3) Reactant: [C:1]([C:3]1[CH:4]=[C:5]2[C:10](=[CH:11][C:12]=1F)[O:9][C:8]([CH3:15])([CH3:14])[CH2:7][CH:6]2[C:16]([O:18][CH3:19])=[O:17])#[N:2].C([O-])([O-])=O.[K+].[K+].[Cl:26][C:27]1[CH:44]=[CH:43][C:30]([CH2:31][CH2:32][NH:33][C:34](=[O:42])[C:35]2[CH:40]=[CH:39][C:38]([OH:41])=[CH:37][CH:36]=2)=[CH:29][CH:28]=1. Product: [Cl:26][C:27]1[CH:28]=[CH:29][C:30]([CH2:31][CH2:32][NH:33][C:34]([C:35]2[CH:40]=[CH:39][C:38]([O:41][C:12]3[CH:11]=[C:10]4[C:5]([CH:6]([C:16]([O:18][CH3:19])=[O:17])[CH2:7][C:8]([CH3:15])([CH3:14])[O:9]4)=[CH:4][C:3]=3[C:1]#[N:2])=[CH:37][CH:36]=2)=[O:42])=[CH:43][CH:44]=1. The catalyst class is: 60. (4) Reactant: [CH3:1][C:2]1([CH:7]([CH2:13][CH3:14])[C:8]([O:10]CC)=[O:9])[O:6][CH2:5][CH2:4][O:3]1.[OH-].[K+]. Product: [CH3:1][C:2]1([CH:7]([CH2:13][CH3:14])[C:8]([OH:10])=[O:9])[O:6][CH2:5][CH2:4][O:3]1. The catalyst class is: 88. (5) Reactant: [Br:1][C:2]1[CH:9]=[C:8]([O:10][CH3:11])[C:7]([O:12][CH3:13])=[CH:6][C:3]=1[CH:4]=[O:5].[CH3:14][C:15]([CH3:20])([CH2:18]O)[CH2:16][OH:17].C1(C)C=CC(S(O)(=O)=O)=CC=1. Product: [Br:1][C:2]1[CH:9]=[C:8]([O:10][CH3:11])[C:7]([O:12][CH3:13])=[CH:6][C:3]=1[CH:4]1[O:17][CH2:16][C:15]([CH3:20])([CH3:18])[CH2:14][O:5]1. The catalyst class is: 11. (6) Reactant: [NH2:1][C:2]1[N:7]=[C:6]([NH:8][CH2:9][C:10]([NH:12][C:13]2[CH:18]=[CH:17][CH:16]=[C:15]([C:19]([F:22])([F:21])[F:20])[CH:14]=2)=[O:11])[C:5]([CH:23]=O)=[C:4]([S:25][CH3:26])[N:3]=1.C(=O)(O)[O-].[K+].Cl.[OH:33][NH2:34]. Product: [NH2:1][C:2]1[N:7]=[C:6]([NH:8][CH2:9][C:10]([NH:12][C:13]2[CH:18]=[CH:17][CH:16]=[C:15]([C:19]([F:22])([F:21])[F:20])[CH:14]=2)=[O:11])[C:5]([CH:23]=[N:34][OH:33])=[C:4]([S:25][CH3:26])[N:3]=1. The catalyst class is: 5. (7) Reactant: [F:1][C:2]1[CH:21]=[CH:20][CH:19]=[CH:18][C:3]=1[CH2:4][N:5]1[C:9]2=[N:10][CH:11]=[CH:12][CH:13]=[C:8]2[C:7]([C:14](=[N:16][OH:17])[NH2:15])=[N:6]1.N1C=CC=CC=1.Cl[C:29](OCC(CC)CCCC)=[O:30].O. Product: [F:1][C:2]1[CH:21]=[CH:20][CH:19]=[CH:18][C:3]=1[CH2:4][N:5]1[C:9]2=[N:10][CH:11]=[CH:12][CH:13]=[C:8]2[C:7]([C:14]2[NH:15][C:29](=[O:30])[O:17][N:16]=2)=[N:6]1. The catalyst class is: 3. (8) Reactant: [C:1]([C:8]1[CH:9]=[C:10]2[C:14](=[CH:15][CH:16]=1)[NH:13][C:12](=[O:17])[CH2:11]2)(=[O:7])[CH2:2][CH2:3][CH2:4][CH2:5][CH3:6].[C:18](OC(=O)C)(=[O:20])[CH3:19].[CH3:25][CH2:26][O:27][C:28](OCC)(OCC)[C:29]1[CH:34]=[CH:33][CH:32]=[CH:31][CH:30]=1. Product: [C:18]([N:13]1[C:14]2[C:10](=[CH:9][C:8]([C:1](=[O:7])[CH2:2][CH2:3][CH2:4][CH2:5][CH3:6])=[CH:16][CH:15]=2)[C:11](=[C:28]([O:27][CH2:26][CH3:25])[C:29]2[CH:34]=[CH:33][CH:32]=[CH:31][CH:30]=2)[C:12]1=[O:17])(=[O:20])[CH3:19]. The catalyst class is: 61.